This data is from Catalyst prediction with 721,799 reactions and 888 catalyst types from USPTO. The task is: Predict which catalyst facilitates the given reaction. (1) Reactant: [Cl:1][C:2]1[C:3]2[NH:10][CH:9]=[CH:8][C:4]=2[N:5]=[CH:6][N:7]=1.[CH3:11]S(OC)(=O)=O.C(=O)([O-])[O-].[Cs+].[Cs+].CN(C)C=O. Product: [Cl:1][C:2]1[C:3]2[N:10]([CH3:11])[CH:9]=[CH:8][C:4]=2[N:5]=[CH:6][N:7]=1. The catalyst class is: 6. (2) Reactant: [C:1]([O:5][C:6]([N:8]1[C@H:12]([C:13]2[CH:18]=[CH:17][CH:16]=[CH:15][CH:14]=2)[CH2:11][CH2:10][C@@H:9]1[C:19](O)=[O:20])=[O:7])([CH3:4])([CH3:3])[CH3:2].CN1CCOCC1.ClC(OCC(C)C)=O.[BH4-].[Na+]. Product: [C:1]([O:5][C:6]([N:8]1[C@H:12]([C:13]2[CH:14]=[CH:15][CH:16]=[CH:17][CH:18]=2)[CH2:11][CH2:10][C@@H:9]1[CH2:19][OH:20])=[O:7])([CH3:4])([CH3:3])[CH3:2]. The catalyst class is: 149. (3) Reactant: [C:1]([C:3]1[CH:4]=[CH:5][C:6]([CH2:9][C:10]2[CH:27]=[CH:26][C:13]3[CH2:14][CH2:15][N:16](C(OC(C)(C)C)=O)[CH2:17][CH2:18][C:12]=3[CH:11]=2)=[N:7][CH:8]=1)#[N:2].FC(F)(F)C(O)=O. Product: [CH2:14]1[C:13]2[CH:26]=[CH:27][C:10]([CH2:9][C:6]3[N:7]=[CH:8][C:3]([C:1]#[N:2])=[CH:4][CH:5]=3)=[CH:11][C:12]=2[CH2:18][CH2:17][NH:16][CH2:15]1. The catalyst class is: 4.